Dataset: Peptide-MHC class II binding affinity with 134,281 pairs from IEDB. Task: Regression. Given a peptide amino acid sequence and an MHC pseudo amino acid sequence, predict their binding affinity value. This is MHC class II binding data. The peptide sequence is TSQYRIQGKLEYRH. The MHC is DRB1_0701 with pseudo-sequence DRB1_0701. The binding affinity (normalized) is 0.247.